From a dataset of Catalyst prediction with 721,799 reactions and 888 catalyst types from USPTO. Predict which catalyst facilitates the given reaction. (1) Reactant: [S:1]1[CH:5]=[CH:4][CH:3]=[C:2]1[C:6]1[CH:7]=[C:8]2[C:12](=[CH:13][CH:14]=1)[NH:11][N:10]=[C:9]2[NH2:15].[C:16](N1C=CC=CC1=O)([N:18]1C=CC=CC1=O)=[S:17].N.O. Product: [S:1]1[CH:5]=[CH:4][CH:3]=[C:2]1[C:6]1[CH:7]=[C:8]2[C:12](=[CH:13][CH:14]=1)[NH:11][N:10]=[C:9]2[NH:15][C:16]([NH2:18])=[S:17]. The catalyst class is: 7. (2) Reactant: [CH:1]1([N:6]([CH2:11][CH2:12][C:13]2[CH:18]=[CH:17][C:16]([O:19][CH3:20])=[CH:15][CH:14]=2)[C:7](=O)[O:8]C)[CH2:5][CH2:4][CH2:3][CH2:2]1.O=P12OP3(OP(OP(O3)(O1)=O)(=O)O2)=O. Product: [CH:1]1([N:6]2[CH2:11][CH2:12][C:13]3[C:18](=[CH:17][C:16]([O:19][CH3:20])=[CH:15][CH:14]=3)[C:7]2=[O:8])[CH2:5][CH2:4][CH2:3][CH2:2]1. The catalyst class is: 265. (3) Reactant: [Br:1][CH2:2][C:3]([CH3:7])([CH3:6])[CH2:4][OH:5].C(N(CC)CC)C.[O:15]1CC[CH2:17][CH2:16]1.C(Cl)(=O)C. Product: [Br:1][CH2:2][C:3]([CH3:7])([CH3:6])[CH2:4][O:5][C:16](=[O:15])[CH3:17]. The catalyst class is: 6. (4) Reactant: [Cl:1][C:2]1[CH:7]=[CH:6][C:5]([CH:8](O)[CH2:9][N:10]([CH2:21][C:22]2[CH:27]=[C:26]([C:28]([F:31])([F:30])[F:29])[CH:25]=[CH:24][C:23]=2[C:32]2[CH:37]=[C:36]([CH:38]([CH3:40])[CH3:39])[CH:35]=[CH:34][C:33]=2[O:41][CH3:42])[C:11](=[O:20])[O:12][CH2:13][C:14]2[CH:19]=[CH:18][CH:17]=[CH:16][CH:15]=2)=[CH:4][CH:3]=1.C(N(CC)C(C)C)(C)C.CS(Cl)(=O)=O.C([O-])(O)=O.[Na+].[N-:63]=[N+:64]=[N-:65].[Na+]. Product: [N:63]([CH:8]([C:5]1[CH:6]=[CH:7][C:2]([Cl:1])=[CH:3][CH:4]=1)[CH2:9][N:10]([CH2:21][C:22]1[CH:27]=[C:26]([C:28]([F:30])([F:31])[F:29])[CH:25]=[CH:24][C:23]=1[C:32]1[CH:37]=[C:36]([CH:38]([CH3:40])[CH3:39])[CH:35]=[CH:34][C:33]=1[O:41][CH3:42])[C:11](=[O:20])[O:12][CH2:13][C:14]1[CH:15]=[CH:16][CH:17]=[CH:18][CH:19]=1)=[N+:64]=[N-:65]. The catalyst class is: 34. (5) The catalyst class is: 2. Product: [Cl:8][C:6]1[N:5]=[C:4]([N:9]2[CH2:14][CH2:13][O:12][CH2:11][CH2:10]2)[N:3]=[C:2]([N:23]2[CH:16]3[CH2:22][CH2:21][CH:20]2[CH2:19][O:18][CH2:17]3)[N:7]=1. Reactant: Cl[C:2]1[N:7]=[C:6]([Cl:8])[N:5]=[C:4]([N:9]2[CH2:14][CH2:13][O:12][CH2:11][CH2:10]2)[N:3]=1.Cl.[CH:16]12[NH:23][CH:20]([CH2:21][CH2:22]1)[CH2:19][O:18][CH2:17]2.CCN(CC)CC. (6) Reactant: [C:1]1([CH:7]([C:35]2[CH:40]=[CH:39][CH:38]=[CH:37][CH:36]=2)[CH2:8][NH:9][C:10]2[N:18]=[C:17]([C:19]([O:21]C)=O)[N:16]=[C:15]3[C:11]=2[N:12]=[CH:13][N:14]3[C@H:23]2[C@H:27]([OH:28])[C@H:26]([OH:29])[C@@H:25]([C:30]([NH:32][CH2:33][CH3:34])=[O:31])[O:24]2)[CH:6]=[CH:5][CH:4]=[CH:3][CH:2]=1.[NH2:41][CH2:42][CH2:43][CH2:44][NH2:45]. Product: [NH2:41][CH2:42][CH2:43][CH2:44][NH:45][C:19]([C:17]1[N:16]=[C:15]2[C:11]([N:12]=[CH:13][N:14]2[C@H:23]2[C@H:27]([OH:28])[C@H:26]([OH:29])[C@@H:25]([C:30]([NH:32][CH2:33][CH3:34])=[O:31])[O:24]2)=[C:10]([NH:9][CH2:8][CH:7]([C:35]2[CH:40]=[CH:39][CH:38]=[CH:37][CH:36]=2)[C:1]2[CH:2]=[CH:3][CH:4]=[CH:5][CH:6]=2)[N:18]=1)=[O:21]. The catalyst class is: 4. (7) Reactant: [CH3:1][O:2][C:3]1[C:4]2[N:11]=[C:10]([NH:12][C:13]([N:15]3[CH2:20][CH2:19][C:18](O)([C:21]4[CH:26]=[CH:25][CH:24]=[C:23]([C:27]([F:30])([F:29])[F:28])[CH:22]=4)[CH2:17][CH2:16]3)=[O:14])[S:9][C:5]=2[N:6]=[CH:7][N:8]=1.[Cl:32][CH2:33][C:34]#[N:35].S(=O)(=O)(O)[OH:37]. Product: [CH3:1][O:2][C:3]1[C:4]2[N:11]=[C:10]([NH:12][C:13]([N:15]3[CH2:20][CH2:19][C:18]([NH:35][C:34](=[O:37])[CH2:33][Cl:32])([C:21]4[CH:26]=[CH:25][CH:24]=[C:23]([C:27]([F:30])([F:29])[F:28])[CH:22]=4)[CH2:17][CH2:16]3)=[O:14])[S:9][C:5]=2[N:6]=[CH:7][N:8]=1. The catalyst class is: 86.